This data is from Reaction yield outcomes from USPTO patents with 853,638 reactions. The task is: Predict the reaction yield, written as a fraction of the theoretical maximum amount of product (1.0 means a 100% yield; for example, 0.34 means a 34% yield). (1) The reactants are [CH3:1][C:2]1[CH:7]=[C:6]([CH3:8])[NH:5][C:4](=[O:9])[C:3]=1[CH2:10][NH:11][C:12]([C:14]1[C:15]2[CH:28]=[N:27][N:26]([CH:29]([CH3:31])[CH3:30])[C:16]=2[N:17]=[C:18]([C:20]2[CH2:21][CH2:22][NH:23][CH2:24][CH:25]=2)[CH:19]=1)=[O:13].CCN(CC)CC.[NH:39]1[CH2:42][CH:41]([C:43](O)=[O:44])[CH2:40]1.C1CN([P+](ON2N=NC3C=CC=CC2=3)(N2CCCC2)N2CCCC2)CC1.F[P-](F)(F)(F)(F)F. The catalyst is CS(C)=O.O. The product is [NH:39]1[CH2:42][CH:41]([C:43]([N:23]2[CH2:22][CH:21]=[C:20]([C:18]3[CH:19]=[C:14]([C:12]([NH:11][CH2:10][C:3]4[C:4](=[O:9])[NH:5][C:6]([CH3:8])=[CH:7][C:2]=4[CH3:1])=[O:13])[C:15]4[CH:28]=[N:27][N:26]([CH:29]([CH3:31])[CH3:30])[C:16]=4[N:17]=3)[CH2:25][CH2:24]2)=[O:44])[CH2:40]1. The yield is 0.819. (2) The product is [F:6][C:7]1[CH:14]=[C:13]([O:15][CH2:24][C:19]2[CH:20]=[CH:21][CH:22]=[CH:23][N:18]=2)[CH:12]=[CH:11][C:8]=1[CH:9]=[O:10]. The yield is 0.406. The catalyst is O. The reactants are CN(C)C=O.[F:6][C:7]1[CH:14]=[C:13]([OH:15])[CH:12]=[CH:11][C:8]=1[CH:9]=[O:10].[H-].[Na+].[N:18]1[CH:23]=[CH:22][CH:21]=[CH:20][C:19]=1[CH2:24]Cl. (3) The reactants are CN(C(ON1N=NC2C=CC=NC1=2)=[N+](C)C)C.F[P-](F)(F)(F)(F)F.[CH2:25]([O:27][C:28]([CH:30]1[CH2:34][CH2:33][CH:32]([CH2:35][N:36]([CH2:41][C:42]([OH:44])=O)[C:37]([O:39][CH3:40])=[O:38])[NH:31]1)=[O:29])[CH3:26].CN1CCOCC1. The catalyst is CN(C)C=O. The product is [CH3:40][O:39][C:37]([N:36]1[CH2:41][C:42](=[O:44])[N:31]2[CH:30]([C:28]([O:27][CH2:25][CH3:26])=[O:29])[CH2:34][CH2:33][CH:32]2[CH2:35]1)=[O:38]. The yield is 0.760. (4) The reactants are [Cl-].O[NH3+:3].[C:4](=[O:7])([O-])[OH:5].[Na+].CS(C)=O.[OH:13][C:14]([C:17]1[CH:22]=[CH:21][C:20]([N:23]2[C:28](=[O:29])[C:27]([CH2:30][C:31]3[CH:36]=[CH:35][C:34]([C:37]4[C:38]([C:43]#[N:44])=[CH:39][CH:40]=[CH:41][CH:42]=4)=[CH:33][CH:32]=3)=[C:26]([CH2:45][CH2:46][CH3:47])[N:25]=[C:24]2[CH3:48])=[CH:19][CH:18]=1)([CH3:16])[CH3:15]. The catalyst is C(OCC)(=O)C. The product is [OH:13][C:14]([C:17]1[CH:22]=[CH:21][C:20]([N:23]2[C:28](=[O:29])[C:27]([CH2:30][C:31]3[CH:36]=[CH:35][C:34]([C:37]4[CH:42]=[CH:41][CH:40]=[CH:39][C:38]=4[C:43]4[NH:3][C:4](=[O:7])[O:5][N:44]=4)=[CH:33][CH:32]=3)=[C:26]([CH2:45][CH2:46][CH3:47])[N:25]=[C:24]2[CH3:48])=[CH:19][CH:18]=1)([CH3:15])[CH3:16]. The yield is 0.540. (5) The reactants are [CH2:1]1[S:9](=[O:11])(=[O:10])[O:8][CH2:7][CH2:6][O:5][S:2]1(=[O:4])=[O:3].[H-].[Na+].Cl[CH2:15][C:16]1[C:25]2[C:20](=CC=C[CH:24]=2)[CH:19]=[CH:18][CH:17]=1.[Na+].[I-].[CH2:28]([CH2:31]OC)OC. No catalyst specified. The product is [CH:24]1[C:25]2[C:16](=[CH:17][CH:18]=[CH:19][CH:20]=2)[CH:15]=[CH:6][C:7]=1[O:8][S:9]([CH:1]([S:2]([OH:5])(=[O:4])=[O:3])[CH3:28])(=[O:11])=[O:10].[CH2:28]=[CH2:31]. The yield is 0.860. (6) The reactants are [CH2:1]([NH2:3])[CH3:2].CO.C([O:8][C:9]([C:11]1[CH:15]=[C:14]([C:16]2[CH:21]=[C:20]([Cl:22])[C:19]([O:23][CH2:24][C:25]3[CH:30]=[CH:29][CH:28]=[CH:27][CH:26]=3)=[CH:18][C:17]=2[O:31][CH2:32][C:33]2[CH:38]=[CH:37][CH:36]=[CH:35][CH:34]=2)[O:13][N:12]=1)=O)C. The catalyst is C(O)C. The product is [CH2:1]([NH:3][C:9]([C:11]1[CH:15]=[C:14]([C:16]2[CH:21]=[C:20]([Cl:22])[C:19]([O:23][CH2:24][C:25]3[CH:30]=[CH:29][CH:28]=[CH:27][CH:26]=3)=[CH:18][C:17]=2[O:31][CH2:32][C:33]2[CH:38]=[CH:37][CH:36]=[CH:35][CH:34]=2)[O:13][N:12]=1)=[O:8])[CH3:2]. The yield is 0.780.